From a dataset of Full USPTO retrosynthesis dataset with 1.9M reactions from patents (1976-2016). Predict the reactants needed to synthesize the given product. (1) Given the product [CH:21]1[C:22]2[C:27](=[CH:26][CH:25]=[CH:24][CH:23]=2)[CH:28]=[C:19]([NH:18][C:2]2[CH:7]=[C:6]([CH2:8][N:9]3[CH2:14][CH2:13][N:12]([C:15](=[O:17])[CH3:16])[CH2:11][CH2:10]3)[CH:5]=[CH:4][N:3]=2)[N:20]=1, predict the reactants needed to synthesize it. The reactants are: Cl[C:2]1[CH:7]=[C:6]([CH2:8][N:9]2[CH2:14][CH2:13][N:12]([C:15](=[O:17])[CH3:16])[CH2:11][CH2:10]2)[CH:5]=[CH:4][N:3]=1.[NH2:18][C:19]1[N:20]=[CH:21][C:22]2[C:27]([CH:28]=1)=[CH:26][CH:25]=[CH:24][CH:23]=2.CC1(C)C2C(=C(P(C3C=CC=CC=3)C3C=CC=CC=3)C=CC=2)OC2C(P(C3C=CC=CC=3)C3C=CC=CC=3)=CC=CC1=2.C([O-])([O-])=O.[Cs+].[Cs+]. (2) Given the product [CH3:21][O:15][C:14](=[O:16])[C:13]1[CH:17]=[CH:18][CH:19]=[CH:20][C:12]=1[O:5][C:6]1[CH:7]=[CH:8][CH:9]=[CH:10][CH:11]=1, predict the reactants needed to synthesize it. The reactants are: S(Cl)(Cl)=O.[O:5]([C:12]1[CH:20]=[CH:19][CH:18]=[CH:17][C:13]=1[C:14]([OH:16])=[O:15])[C:6]1[CH:11]=[CH:10][CH:9]=[CH:8][CH:7]=1.[CH3:21]O. (3) Given the product [NH2:4][C:5]1[N:6]=[C:7]([O:33][CH2:32][CH:29]2[CH2:31][CH2:30]2)[C:8]2[N:14]=[C:13]([C:15]3[CH:16]=[CH:17][C:18]([F:21])=[CH:19][CH:20]=3)[CH:12]=[CH:11][C:9]=2[N:10]=1, predict the reactants needed to synthesize it. The reactants are: C([NH:4][C:5]1[N:6]=[C:7](C2N=CNN=2)[C:8]2[N:14]=[C:13]([C:15]3[CH:20]=[CH:19][C:18]([F:21])=[CH:17][CH:16]=3)[CH:12]=[CH:11][C:9]=2[N:10]=1)(=O)C.[H-].[Na+].[CH:29]1([CH2:32][OH:33])[CH2:31][CH2:30]1. (4) Given the product [Cl:1][C:2]1[CH:10]=[CH:9][C:8]([C:11]2[S:15][CH:14]=[N:13][CH:12]=2)=[CH:7][C:3]=1[C:4]([NH:6][C:24](=[O:23])[NH:25][C:26]1[S:27][C:28]2[CH:34]=[C:33]([S:35]([CH3:38])(=[O:37])=[O:36])[CH:32]=[CH:31][C:29]=2[N:30]=1)=[O:5], predict the reactants needed to synthesize it. The reactants are: [Cl:1][C:2]1[CH:10]=[CH:9][C:8]([C:11]2[S:15][CH:14]=[N:13][CH:12]=2)=[CH:7][C:3]=1[C:4]([NH2:6])=[O:5].FC1C=CC([O:23][C:24](=O)[NH:25][C:26]2[S:27][C:28]3[CH:34]=[C:33]([S:35]([CH3:38])(=[O:37])=[O:36])[CH:32]=[CH:31][C:29]=3[N:30]=2)=CC=1. (5) Given the product [F:24][C:21]1[CH:22]=[C:23]2[C:18](=[CH:19][CH:20]=1)[NH:17][CH:16]=[C:15]2[CH2:14][CH2:13][CH2:12][N:28]1[CH2:29][CH2:30][N:25]([C:31]2[N:36]=[C:35]([C:37]([NH2:39])=[O:38])[CH:34]=[CH:33][N:32]=2)[CH2:26][CH2:27]1, predict the reactants needed to synthesize it. The reactants are: CC1C=CC(S(O[CH2:12][CH2:13][CH2:14][C:15]2[C:23]3[C:18](=[CH:19][CH:20]=[C:21]([F:24])[CH:22]=3)[NH:17][CH:16]=2)(=O)=O)=CC=1.[N:25]1([C:31]2[N:36]=[C:35]([C:37]([NH2:39])=[O:38])[CH:34]=[CH:33][N:32]=2)[CH2:30][CH2:29][NH:28][CH2:27][CH2:26]1.C(=O)([O-])[O-].[K+].[K+].[I-].[K+]. (6) Given the product [Cl:14][C:15]1[N:20]=[C:19]([N:21]([C:29]([O:31][C:32]([CH3:35])([CH3:34])[CH3:33])=[O:30])[C:22]([O:24][C:25]([CH3:26])([CH3:28])[CH3:27])=[O:23])[N:18]=[C:17]2[N:36]([CH2:42][C:43]3[C:48]([CH3:49])=[C:47]([O:50][CH3:51])[C:46]([CH3:52])=[CH:45][N:44]=3)[N:37]=[C:38]([CH2:39][CH:40]([C:5]#[N:6])[OH:41])[C:16]=12, predict the reactants needed to synthesize it. The reactants are: C[Si]([C:5]#[N:6])(C)C.C(N(CC)CC)C.[Cl:14][C:15]1[N:20]=[C:19]([N:21]([C:29]([O:31][C:32]([CH3:35])([CH3:34])[CH3:33])=[O:30])[C:22]([O:24][C:25]([CH3:28])([CH3:27])[CH3:26])=[O:23])[N:18]=[C:17]2[N:36]([CH2:42][C:43]3[C:48]([CH3:49])=[C:47]([O:50][CH3:51])[C:46]([CH3:52])=[CH:45][N:44]=3)[N:37]=[C:38]([CH2:39][CH:40]=[O:41])[C:16]=12. (7) The reactants are: [CH2:1]([Zn]CC)C.FC(F)(F)C(O)=O.ICI.[CH2:16]([O:23][C:24]([NH:26][C@@:27]1([C:39]([O:41][CH2:42][CH3:43])=[O:40])[CH2:32][C:31](=[CH2:33])[C@@H:30]2[C@H:28]1[C@H:29]2[C:34]([O:36][CH2:37][CH3:38])=[O:35])=[O:25])[C:17]1[CH:22]=[CH:21][CH:20]=[CH:19][CH:18]=1.Cl. Given the product [CH2:16]([O:23][C:24]([NH:26][C@@:27]1([C:39]([O:41][CH2:42][CH3:43])=[O:40])[CH2:32][C:31]2([CH2:1][CH2:33]2)[C@@H:30]2[C@H:28]1[C@H:29]2[C:34]([O:36][CH2:37][CH3:38])=[O:35])=[O:25])[C:17]1[CH:18]=[CH:19][CH:20]=[CH:21][CH:22]=1, predict the reactants needed to synthesize it. (8) Given the product [N:6]1[NH:5][N:9]=[C:8]2[CH:10]=[CH:11][CH:12]=[CH:13][C:7]=12, predict the reactants needed to synthesize it. The reactants are: C([N:5]1[N:9]=[C:8]2[CH:10]=[CH:11][CH:12]=[CH:13][C:7]2=[N:6]1)CC#C.C(N1C2C=CC=CC=2N=N1)CC#C. (9) Given the product [CH2:18]([N:16]1[CH:17]=[C:12]([C:4]2[S:3][C:2]([NH:1][C:26]([C:27]3[CH:32]=[CH:31][N:30]=[CH:29][CH:28]=3)=[O:33])=[N:6][C:5]=2[C:7]2[O:8][CH:9]=[CH:10][CH:11]=2)[CH:13]=[CH:14][C:15]1=[O:25])[C:19]1[CH:24]=[CH:23][CH:22]=[CH:21][CH:20]=1, predict the reactants needed to synthesize it. The reactants are: [NH2:1][C:2]1[S:3][C:4]([C:12]2[CH:13]=[CH:14][C:15](=[O:25])[N:16]([CH2:18][C:19]3[CH:24]=[CH:23][CH:22]=[CH:21][CH:20]=3)[CH:17]=2)=[C:5]([C:7]2[O:8][CH:9]=[CH:10][CH:11]=2)[N:6]=1.[C:26](O)(=[O:33])[C:27]1[CH:32]=[CH:31][N:30]=[CH:29][CH:28]=1.C1CN([P+](ON2N=NC3C=CC=CC2=3)(N2CCCC2)N2CCCC2)CC1.F[P-](F)(F)(F)(F)F.C(N(CC)CC)C.